Dataset: Forward reaction prediction with 1.9M reactions from USPTO patents (1976-2016). Task: Predict the product of the given reaction. (1) Given the reactants C([C:4]1[CH:5]=[C:6]2[C:11](=[C:12]([F:14])[CH:13]=1)[NH:10][C:9](=[O:15])[CH2:8][CH2:7]2)(=O)C.ClC1C=CC=[C:19]([C:23]([O:25]O)=[O:24])C=1, predict the reaction product. The product is: [C:23]([O:25][C:4]1[CH:5]=[C:6]2[C:11](=[C:12]([F:14])[CH:13]=1)[NH:10][C:9](=[O:15])[CH2:8][CH2:7]2)(=[O:24])[CH3:19]. (2) Given the reactants [O:1]=[C:2]1[N:8]([CH:9]2[CH2:14][CH2:13][N:12]([C:15]([O:17][C@@H:18]([C:36](O)=[O:37])[CH2:19][C:20]3[CH:25]=[C:24]([CH3:26])[C:23]([O:27][CH2:28][C:29]4[CH:34]=[CH:33][CH:32]=[CH:31][CH:30]=4)=[C:22]([CH3:35])[CH:21]=3)=[O:16])[CH2:11][CH2:10]2)[CH2:7][CH2:6][C:5]2[CH:39]=[CH:40][CH:41]=[CH:42][C:4]=2[NH:3]1.CN(C(ON1N=NC2C=CC=CC1=2)=[N+](C)C)C.[B-](F)(F)(F)F.C(N(CC)CC)C.[N:72]1([CH:83]2[CH2:88][CH2:87][NH:86][CH2:85][CH2:84]2)[CH2:77][CH2:76][CH:75]([C:78]([O:80][CH2:81][CH3:82])=[O:79])[CH2:74][CH2:73]1, predict the reaction product. The product is: [CH2:28]([O:27][C:23]1[C:24]([CH3:26])=[CH:25][C:20]([CH2:19][C@@H:18]([O:17][C:15]([N:12]2[CH2:11][CH2:10][CH:9]([N:8]3[CH2:7][CH2:6][C:5]4[CH:39]=[CH:40][CH:41]=[CH:42][C:4]=4[NH:3][C:2]3=[O:1])[CH2:14][CH2:13]2)=[O:16])[C:36]([N:86]2[CH2:87][CH2:88][CH:83]([N:72]3[CH2:73][CH2:74][CH:75]([C:78]([O:80][CH2:81][CH3:82])=[O:79])[CH2:76][CH2:77]3)[CH2:84][CH2:85]2)=[O:37])=[CH:21][C:22]=1[CH3:35])[C:29]1[CH:34]=[CH:33][CH:32]=[CH:31][CH:30]=1. (3) Given the reactants [F:1][C:2]1[CH:3]=[C:4]([CH:43]=[C:44]([O:46]C)[CH:45]=1)[CH2:5][C:6]1[C:14]2[C:13]([NH:15][C@H:16]([C:18]3[N:23]([C:24]4[CH:29]=[CH:28][CH:27]=[CH:26][CH:25]=4)[C:22](=[O:30])[C:21]4=[C:31]([CH3:34])[CH:32]=[CH:33][N:20]4[N:19]=3)[CH3:17])=[N:12][CH:11]=[N:10][C:9]=2[N:8](COCC[Si](C)(C)C)[CH:7]=1.B(Br)(Br)Br.N, predict the reaction product. The product is: [F:1][C:2]1[CH:3]=[C:4]([CH:43]=[C:44]([OH:46])[CH:45]=1)[CH2:5][C:6]1[C:14]2[C:13]([NH:15][C@H:16]([C:18]3[N:23]([C:24]4[CH:25]=[CH:26][CH:27]=[CH:28][CH:29]=4)[C:22](=[O:30])[C:21]4=[C:31]([CH3:34])[CH:32]=[CH:33][N:20]4[N:19]=3)[CH3:17])=[N:12][CH:11]=[N:10][C:9]=2[NH:8][CH:7]=1. (4) Given the reactants [CH3:1][N:2]1[CH:6]=[C:5]([C:7]2[CH:8]=[C:9]3[C:13](=[CH:14][CH:15]=2)[N:12](C(OC(C)(C)C)=O)[CH2:11][CH2:10]3)[C:4]([C:23]([F:26])([F:25])[F:24])=[N:3]1.Cl.CCOC(C)=O, predict the reaction product. The product is: [CH3:1][N:2]1[CH:6]=[C:5]([C:7]2[CH:8]=[C:9]3[C:13](=[CH:14][CH:15]=2)[NH:12][CH2:11][CH2:10]3)[C:4]([C:23]([F:26])([F:24])[F:25])=[N:3]1. (5) Given the reactants [NH:1]1[CH2:8][CH2:7][CH2:6][C@H:2]1[C:3]([OH:5])=[O:4].[OH-].[K+].[CH2:11](Cl)[C:12]1[CH:17]=[CH:16][CH:15]=[CH:14][CH:13]=1.Cl, predict the reaction product. The product is: [CH2:11]([N:1]1[CH2:8][CH2:7][CH2:6][C@H:2]1[C:3]([OH:5])=[O:4])[C:12]1[CH:17]=[CH:16][CH:15]=[CH:14][CH:13]=1.